This data is from Forward reaction prediction with 1.9M reactions from USPTO patents (1976-2016). The task is: Predict the product of the given reaction. (1) Given the reactants [NH2:1][C:2]1[N:7]=[C:6](Cl)[C:5]([C:9]#[N:10])=[C:4]([C:11]2[CH:16]=[CH:15][CH:14]=[CH:13][CH:12]=2)[N:3]=1.[CH:17]1([OH:23])[CH2:22][CH2:21][CH2:20][CH2:19][CH2:18]1.C1CCN2C(=NCCC2)CC1, predict the reaction product. The product is: [NH2:1][C:2]1[N:7]=[C:6]([O:23][CH:17]2[CH2:22][CH2:21][CH2:20][CH2:19][CH2:18]2)[C:5]([C:9]#[N:10])=[C:4]([C:11]2[CH:16]=[CH:15][CH:14]=[CH:13][CH:12]=2)[N:3]=1. (2) Given the reactants [F:1][C:2]1[CH:7]=[CH:6][C:5]([C:8]2([N+:16]([O-])=O)[CH2:13][O:12][C:11]([CH3:15])([CH3:14])[O:10][CH2:9]2)=[CH:4][CH:3]=1, predict the reaction product. The product is: [F:1][C:2]1[CH:3]=[CH:4][C:5]([C:8]2([NH2:16])[CH2:9][O:10][C:11]([CH3:14])([CH3:15])[O:12][CH2:13]2)=[CH:6][CH:7]=1. (3) Given the reactants [C:1]([O:5][C:6](=[O:21])[NH:7][C:8]1[CH:13]=[CH:12][C:11]([C:14]2[CH:19]=[CH:18][CH:17]=[CH:16][CH:15]=2)=[CH:10][C:9]=1[NH2:20])([CH3:4])([CH3:3])[CH3:2].CC1(C)[O:28][C:27]([C:29]2[CH:30]=[C:31]([CH:34]=[CH:35][CH:36]=2)[C:32]#[N:33])=[CH:26][C:25](=O)[O:24]1, predict the reaction product. The product is: [C:1]([O:5][C:6](=[O:21])[NH:7][C:8]1[CH:13]=[CH:12][C:11]([C:14]2[CH:15]=[CH:16][CH:17]=[CH:18][CH:19]=2)=[CH:10][C:9]=1[NH:20][C:25](=[O:24])[CH2:26][C:27]([C:29]1[CH:36]=[CH:35][CH:34]=[C:31]([C:32]#[N:33])[CH:30]=1)=[O:28])([CH3:4])([CH3:2])[CH3:3]. (4) Given the reactants [Br:1][C:2]1[CH:7]=[CH:6][C:5]([N:8]([C:16]2[CH:21]=[CH:20][C:19]([C:22]#[N:23])=[C:18]([O:24][CH3:25])[N:17]=2)[C:9](=[O:15])[O:10][C:11]([CH3:14])([CH3:13])[CH3:12])=[CH:4][C:3]=1[CH2:26]Br.[C:28]([O-:31])(=[O:30])[CH3:29].[Na+], predict the reaction product. The product is: [C:28]([O:31][CH2:26][C:3]1[CH:4]=[C:5]([N:8]([C:9]([O:10][C:11]([CH3:12])([CH3:13])[CH3:14])=[O:15])[C:16]2[CH:21]=[CH:20][C:19]([C:22]#[N:23])=[C:18]([O:24][CH3:25])[N:17]=2)[CH:6]=[CH:7][C:2]=1[Br:1])(=[O:30])[CH3:29]. (5) Given the reactants [CH2:1]([N:8]([CH2:43][CH:44](OCC)OCC)[C:9]([CH:11]([NH:24][C:25](=[O:42])[CH2:26][CH:27]([NH:31][C:32]([NH:34][CH2:35][C:36]1[CH:41]=[CH:40][CH:39]=[CH:38][CH:37]=1)=[O:33])[CH2:28][CH:29]=[CH2:30])[CH2:12][C:13]1[CH:18]=[CH:17]C(OC(C)(C)C)=[CH:15][CH:14]=1)=[O:10])[C:2]1[CH:7]=[CH:6][CH:5]=[CH:4][CH:3]=1.[CH:51]([OH:53])=O, predict the reaction product. The product is: [CH2:35]([NH:34][C:32]([N:31]1[CH:27]([CH2:28][CH:29]=[CH2:30])[CH2:26][C:25](=[O:42])[N:24]2[CH:11]([CH2:12][C:13]3[CH:14]=[CH:15][C:51]([OH:53])=[CH:17][CH:18]=3)[C:9](=[O:10])[N:8]([CH2:1][C:2]3[CH:3]=[CH:4][CH:5]=[CH:6][CH:7]=3)[CH2:43][CH:44]12)=[O:33])[C:36]1[CH:37]=[CH:38][CH:39]=[CH:40][CH:41]=1. (6) Given the reactants [NH2:1][C:2]1[C:3]([O:10][CH2:11][C@@H:12]2[CH2:16][CH2:15][N:14]([C:17]([O:19][C:20]([CH3:23])([CH3:22])[CH3:21])=[O:18])[CH2:13]2)=[N:4][C:5](Br)=[C:6]([Cl:8])[N:7]=1.[C:24]([C:26]1[CH:31]=[CH:30][C:29](B(O)O)=[CH:28][CH:27]=1)#[N:25].C(=O)([O-])[O-].[Na+].[Na+], predict the reaction product. The product is: [NH2:1][C:2]1[C:3]([O:10][CH2:11][C@@H:12]2[CH2:16][CH2:15][N:14]([C:17]([O:19][C:20]([CH3:23])([CH3:22])[CH3:21])=[O:18])[CH2:13]2)=[N:4][C:5]([C:29]2[CH:30]=[CH:31][C:26]([C:24]#[N:25])=[CH:27][CH:28]=2)=[C:6]([Cl:8])[N:7]=1. (7) Given the reactants [Cl:1][C:2]1[CH:3]=[C:4]([C:9]2[C:17]([O:18][CH:19]([F:21])[F:20])=[CH:16][C:12]([C:13](O)=[O:14])=[C:11]([F:22])[CH:10]=2)[CH:5]=[N:6][C:7]=1[F:8].[CH3:23][S:24]([NH2:27])(=[O:26])=[O:25].CCN=C=NCCCN(C)C.Cl, predict the reaction product. The product is: [Cl:1][C:2]1[CH:3]=[C:4]([C:9]2[C:17]([O:18][CH:19]([F:21])[F:20])=[CH:16][C:12]([C:13]([NH:27][S:24]([CH3:23])(=[O:26])=[O:25])=[O:14])=[C:11]([F:22])[CH:10]=2)[CH:5]=[N:6][C:7]=1[F:8].